This data is from Reaction yield outcomes from USPTO patents with 853,638 reactions. The task is: Predict the reaction yield, written as a fraction of the theoretical maximum amount of product (1.0 means a 100% yield; for example, 0.34 means a 34% yield). (1) The reactants are [NH2:1][CH:2]1[CH:7]2[CH:3]1[CH2:4][N:5]([C:8]([O:10][C:11]([CH3:14])([CH3:13])[CH3:12])=[O:9])[CH2:6]2.[N-:15]=[N+:16]=[N-:17].[Na+].[C:19](O)(=O)C. No catalyst specified. The product is [N:1]1([CH:2]2[CH:7]3[CH:3]2[CH2:4][N:5]([C:8]([O:10][C:11]([CH3:14])([CH3:13])[CH3:12])=[O:9])[CH2:6]3)[CH:19]=[N:17][N:16]=[N:15]1. The yield is 0.503. (2) The reactants are [NH2:1][C:2]1[S:3]/[C:4](=[CH:8]\[C:9]2[CH:14]=[C:13]([O:15][CH3:16])[C:12]([OH:17])=[C:11]([Cl:18])[CH:10]=2)/[C:5](=[O:7])[N:6]=1.Br[CH2:20][C:21]([C:23]1[CH:24]=[N:25][C:26]([N:29]2[CH:33]=[C:32]([CH3:34])[N:31]=[CH:30]2)=[CH:27][CH:28]=1)=O. No catalyst specified. The product is [Cl:18][C:11]1[CH:10]=[C:9](/[CH:8]=[C:4]2/[C:5](=[O:7])[N:6]3[CH:20]=[C:21]([C:23]4[CH:24]=[N:25][C:26]([N:29]5[CH:33]=[C:32]([CH3:34])[NH:31][CH2:30]5)=[CH:27][CH:28]=4)[N:1]=[C:2]3[S:3]/2)[CH:14]=[C:13]([O:15][CH3:16])[C:12]=1[OH:17]. The yield is 0.690. (3) The reactants are [F:1][C:2]1[C:7]([NH:8][C:9](=O)[C:10]2[CH:15]=[C:14]([C:16]3[CH:21]=[CH:20][CH:19]=[C:18]([F:22])[CH:17]=3)[CH:13]=[C:12]([CH3:23])[C:11]=2[CH3:24])=[C:6]([CH3:26])[C:5]([OH:27])=[CH:4][CH:3]=1. The catalyst is C1COCC1. The product is [F:1][C:2]1[CH:3]=[CH:4][C:5]([OH:27])=[C:6]([CH3:26])[C:7]=1[NH:8][CH2:9][C:10]1[CH:15]=[C:14]([C:16]2[CH:21]=[CH:20][CH:19]=[C:18]([F:22])[CH:17]=2)[CH:13]=[C:12]([CH3:23])[C:11]=1[CH3:24]. The yield is 0.850. (4) The reactants are Br[CH2:2][CH2:3][CH2:4][CH2:5][CH2:6][CH2:7][CH2:8][CH2:9][OH:10].[CH2:11]1[CH2:16]O[CH:14]=[CH:13][CH2:12]1.[CH3:17][C:18]1[CH:23]=[CH:22][C:21](S([O-])(=O)=[O:25])=[CH:20][CH:19]=1.[CH:28]1[CH:33]=[CH:32][NH+]=[CH:30][CH:29]=1. No catalyst specified. The product is [C:9]([OH:10])(=[O:25])[CH2:8][CH2:7][CH2:6][CH2:5][CH2:4][CH2:3][CH2:2][C:14]#[C:13][CH2:12][CH2:11][CH2:16][CH2:30][CH2:29][CH2:28][CH2:33][CH3:32].[CH:2]#[C:3][CH2:4][CH2:19][CH2:20][CH2:21][CH2:22][CH2:23][CH2:18][CH3:17]. The yield is 1.00. (5) The reactants are Br[CH:2]([C:6]1[CH:11]=[CH:10][CH:9]=[CH:8][CH:7]=1)[C:3]([OH:5])=[O:4].[NH2:12][C:13]1[CH:18]=[CH:17][CH:16]=[CH:15][CH:14]=1. The catalyst is ClCCl. The product is [C:6]1([CH:2]([NH:12][C:13]2[CH:18]=[CH:17][CH:16]=[CH:15][CH:14]=2)[C:3]([OH:5])=[O:4])[CH:11]=[CH:10][CH:9]=[CH:8][CH:7]=1. The yield is 0.970. (6) The yield is 0.920. The reactants are [C-:1]#[N:2].[Na+].[NH2:4][C:5]1[CH:10]=[CH:9][C:8]([CH3:11])=[CH:7][CH:6]=1.[C:12]1(=O)[CH2:15][CH2:14][CH2:13]1.C(OCC)(=O)C. The catalyst is C(O)(=O)C. The product is [CH3:11][C:8]1[CH:9]=[CH:10][C:5]([NH:4][C:12]2([C:1]#[N:2])[CH2:15][CH2:14][CH2:13]2)=[CH:6][CH:7]=1. (7) The reactants are [NH2:1][C:2]1[N:7]=[C:6](Br)[CH:5]=[CH:4][C:3]=1[N+:9]([O-])=O.[F:12][C:13]1[CH:18]=[CH:17][CH:16]=[CH:15][C:14]=1B(O)O.C(=O)([O-])[O-].[Na+].[Na+]. The catalyst is C(COC)OC. The product is [NH2:1][C:2]1[C:3]([NH2:9])=[CH:4][CH:5]=[C:6]([C:14]2[CH:15]=[CH:16][CH:17]=[CH:18][C:13]=2[F:12])[N:7]=1. The yield is 1.00. (8) The reactants are [CH3:1][C:2]1[N:41]=[C:5]2[N:6]([C@H:29]3[CH2:34][CH2:33][C@H:32]([O:35][CH2:36][C:37]4([CH3:40])[CH2:39][O:38]4)[CH2:31][CH2:30]3)[C:7](=[O:28])[C:8]([CH2:13][C:14]3[CH:19]=[CH:18][C:17]([C:20]4[C:21]([C:26]#[N:27])=[CH:22][CH:23]=[CH:24][CH:25]=4)=[CH:16][CH:15]=3)=[C:9]([CH2:10][CH2:11][CH3:12])[N:4]2[N:3]=1.CCCC[N+](CCCC)(CCCC)CCCC.[FH:59].F.[F-]. The catalyst is ClC1C=CC=CC=1. The product is [F:59][CH2:39][C:37]([OH:38])([CH3:40])[CH2:36][O:35][C@H:32]1[CH2:33][CH2:34][C@H:29]([N:6]2[C:7](=[O:28])[C:8]([CH2:13][C:14]3[CH:15]=[CH:16][C:17]([C:20]4[C:21]([C:26]#[N:27])=[CH:22][CH:23]=[CH:24][CH:25]=4)=[CH:18][CH:19]=3)=[C:9]([CH2:10][CH2:11][CH3:12])[N:4]3[N:3]=[C:2]([CH3:1])[N:41]=[C:5]23)[CH2:30][CH2:31]1. The yield is 0.460.